Dataset: CYP2D6 inhibition data for predicting drug metabolism from PubChem BioAssay. Task: Regression/Classification. Given a drug SMILES string, predict its absorption, distribution, metabolism, or excretion properties. Task type varies by dataset: regression for continuous measurements (e.g., permeability, clearance, half-life) or binary classification for categorical outcomes (e.g., BBB penetration, CYP inhibition). Dataset: cyp2d6_veith. The result is 0 (non-inhibitor). The drug is COc1ccc(NC(=O)C2(c3ccc(NC(=O)c4ccc(OC(C)=O)cc4)cc3)CCCC2)cc1.